From a dataset of Forward reaction prediction with 1.9M reactions from USPTO patents (1976-2016). Predict the product of the given reaction. (1) The product is: [Cl:27][C:28]1[CH:33]=[CH:32][C:31]([S:34][C:8]2[NH:12][C:11]([C:13]3[CH:18]=[CH:17][CH:16]=[CH:15][CH:14]=3)=[N:10][C:9]=2[C:19]2[CH:26]=[CH:25][C:22]([C:23]#[N:24])=[CH:21][CH:20]=2)=[CH:30][CH:29]=1. Given the reactants C([O-])([O-])=O.[K+].[K+].I[C:8]1[NH:12][C:11]([C:13]2[CH:18]=[CH:17][CH:16]=[CH:15][CH:14]=2)=[N:10][C:9]=1[C:19]1[CH:26]=[CH:25][C:22]([C:23]#[N:24])=[CH:21][CH:20]=1.[Cl:27][C:28]1[CH:33]=[CH:32][C:31]([SH:34])=[CH:30][CH:29]=1.C(O)CO, predict the reaction product. (2) Given the reactants [F:1][C:2]1[N:7]=[CH:6][C:5]([NH2:8])=[CH:4][CH:3]=1.N1C=CC=CC=1.Cl[C:16]([O:18][C:19]1[CH:24]=[CH:23][CH:22]=[CH:21][CH:20]=1)=[O:17].CCOC(C)=O, predict the reaction product. The product is: [F:1][C:2]1[N:7]=[CH:6][C:5]([NH:8][C:16](=[O:17])[O:18][C:19]2[CH:24]=[CH:23][CH:22]=[CH:21][CH:20]=2)=[CH:4][CH:3]=1. (3) Given the reactants [NH2:1][C:2]1[N:7]=[C:6]([CH3:8])[C:5]([CH2:9][C:10]2[CH:19]=[CH:18][C:13]([C:14](OC)=[O:15])=[CH:12][C:11]=2[O:20][CH3:21])=[C:4]([NH:22][CH2:23][CH2:24][CH2:25][CH2:26][CH3:27])[N:3]=1.[H-].[Al+3].[Li+].[H-].[H-].[H-].CCOC(C)=O.[OH-].[Na+], predict the reaction product. The product is: [NH2:1][C:2]1[N:7]=[C:6]([CH3:8])[C:5]([CH2:9][C:10]2[CH:19]=[CH:18][C:13]([CH2:14][OH:15])=[CH:12][C:11]=2[O:20][CH3:21])=[C:4]([NH:22][CH2:23][CH2:24][CH2:25][CH2:26][CH3:27])[N:3]=1.